From a dataset of Reaction yield outcomes from USPTO patents with 853,638 reactions. Predict the reaction yield, written as a fraction of the theoretical maximum amount of product (1.0 means a 100% yield; for example, 0.34 means a 34% yield). (1) The reactants are Cl[C:2]1[N:3]=[C:4]([NH:12][CH2:13][CH2:14][CH2:15][CH2:16][CH3:17])[C:5]2[S:10][CH:9]=[C:8]([CH3:11])[C:6]=2[N:7]=1.[CH2:18]([NH2:21])[CH:19]=[CH2:20].C(=O)([O-])O.[Na+]. No catalyst specified. The product is [CH2:18]([NH:21][C:2]1[N:3]=[C:4]([NH:12][CH2:13][CH2:14][CH2:15][CH2:16][CH3:17])[C:5]2[S:10][CH:9]=[C:8]([CH3:11])[C:6]=2[N:7]=1)[CH:19]=[CH2:20]. The yield is 0.529. (2) The reactants are [N+](=[CH:3][Si](C)(C)C)=[N-].[Cl:8][C:9]1[CH:17]=[C:16]([Cl:18])[C:15]([N+:19]([O-:21])=[O:20])=[CH:14][C:10]=1[C:11]([OH:13])=[O:12].C1(C)C=CC=CC=1.C(O)(=O)C. The catalyst is CO. The product is [Cl:8][C:9]1[CH:17]=[C:16]([Cl:18])[C:15]([N+:19]([O-:21])=[O:20])=[CH:14][C:10]=1[C:11]([O:13][CH3:3])=[O:12]. The yield is 0.380. (3) The yield is 0.880. The product is [NH2:12][C:5]1[CH:6]=[CH:7][CH:8]=[C:9]2[C:4]=1[C:3](=[O:15])[N:2]([CH3:1])[CH2:11][CH2:10]2. The reactants are [CH3:1][N:2]1[CH2:11][CH2:10][C:9]2[C:4](=[C:5]([N+:12]([O-])=O)[CH:6]=[CH:7][CH:8]=2)[C:3]1=[O:15]. The catalyst is [Pd].CO.